This data is from Full USPTO retrosynthesis dataset with 1.9M reactions from patents (1976-2016). The task is: Predict the reactants needed to synthesize the given product. Given the product [NH2:1][C:2]1[C:11]2[N:12]=[C:13]([CH2:22][O:23][CH2:24][CH3:25])[N:14]([CH2:15][C:16]3([OH:21])[CH2:20][CH2:19][CH2:18][CH2:17]3)[C:10]=2[C:9]2[N:8]=[CH:7][C:6]([C:31]3[CH:32]=[CH:33][C:28]([F:27])=[CH:29][CH:30]=3)=[CH:5][C:4]=2[N:3]=1, predict the reactants needed to synthesize it. The reactants are: [NH2:1][C:2]1[C:11]2[N:12]=[C:13]([CH2:22][O:23][CH2:24][CH3:25])[N:14]([CH2:15][C:16]3([OH:21])[CH2:20][CH2:19][CH2:18][CH2:17]3)[C:10]=2[C:9]2[N:8]=[CH:7][C:6](Br)=[CH:5][C:4]=2[N:3]=1.[F:27][C:28]1[CH:33]=[CH:32][C:31](B(O)O)=[CH:30][CH:29]=1.C(O)CC.O.